From a dataset of Forward reaction prediction with 1.9M reactions from USPTO patents (1976-2016). Predict the product of the given reaction. (1) Given the reactants [CH2:1]([NH:8][C:9]([C:11]1[CH:20]=[CH:19][C:18]2[C:13](=[C:14](Br)[CH:15]=[N:16][CH:17]=2)[N:12]=1)=[O:10])[C:2]1[CH:7]=[CH:6][CH:5]=[CH:4][CH:3]=1.[N:22]1[CH:27]=[CH:26][C:25](B(O)O)=[CH:24][CH:23]=1.C(=O)([O-])[O-].[Cs+].[Cs+], predict the reaction product. The product is: [CH2:1]([NH:8][C:9]([C:11]1[CH:20]=[CH:19][C:18]2[C:13](=[C:14]([C:25]3[CH:26]=[CH:27][N:22]=[CH:23][CH:24]=3)[CH:15]=[N:16][CH:17]=2)[N:12]=1)=[O:10])[C:2]1[CH:7]=[CH:6][CH:5]=[CH:4][CH:3]=1. (2) The product is: [CH3:33][O:32][C:30](=[O:31])[CH:29]=[CH:28][CH2:27][N:10]([CH2:9][CH2:8][NH:7][C:6]([O:5][C:1]([CH3:4])([CH3:2])[CH3:3])=[O:19])[CH2:11][C:12]1[CH:17]=[CH:16][C:15]([F:18])=[CH:14][CH:13]=1. Given the reactants [C:1]([O:5][C:6](=[O:19])[NH:7][CH2:8][CH2:9][NH:10][CH2:11][C:12]1[CH:17]=[CH:16][C:15]([F:18])=[CH:14][CH:13]=1)([CH3:4])([CH3:3])[CH3:2].C(=O)([O-])[O-].[K+].[K+].Br[CH2:27]/[CH:28]=[CH:29]/[C:30]([O:32][CH3:33])=[O:31], predict the reaction product. (3) Given the reactants C(=O)([O-])[O-].[Na+].[Na+].I[C:8]1[N:12]([CH2:13][CH:14]([CH3:16])[CH3:15])[C:11]([CH2:17][CH2:18][CH3:19])=[N:10][C:9]=1[C:20]#[N:21].Cl.[NH2:23][C:24]1[CH:29]=[CH:28][N:27]=[CH:26][C:25]=1B(O)O.C1(P(C2C=CC=CC=2)C2C=CC=CC=2)C=CC=CC=1, predict the reaction product. The product is: [CH3:15][CH:14]([CH3:16])[CH2:13][N:12]1[C:8]2[C:29]3[CH:28]=[N:27][CH:26]=[CH:25][C:24]=3[N:23]=[C:20]([NH2:21])[C:9]=2[N:10]=[C:11]1[CH2:17][CH2:18][CH3:19].